The task is: Predict the reaction yield, written as a fraction of the theoretical maximum amount of product (1.0 means a 100% yield; for example, 0.34 means a 34% yield).. This data is from Reaction yield outcomes from USPTO patents with 853,638 reactions. (1) The reactants are [CH3:1][C:2]1([CH3:16])[C:6]([CH3:8])([CH3:7])[O:5][B:4]([C:9]2[CH:14]=[CH:13][C:12]([OH:15])=[CH:11][CH:10]=2)[O:3]1.[N:17]1([CH2:23][CH2:24]O)[CH2:22][CH2:21][O:20][CH2:19][CH2:18]1.C1(P(C2C=CC=CC=2)C2C=CC=CC=2)C=CC=CC=1.CC(OC(/N=N/C(OC(C)C)=O)=O)C. The catalyst is C(Cl)Cl. The product is [CH3:8][C:6]1([CH3:7])[C:2]([CH3:16])([CH3:1])[O:3][B:4]([C:9]2[CH:14]=[CH:13][C:12]([O:15][CH2:24][CH2:23][N:17]3[CH2:22][CH2:21][O:20][CH2:19][CH2:18]3)=[CH:11][CH:10]=2)[O:5]1. The yield is 0.740. (2) The reactants are [F:1][C:2]1[CH:3]=[C:4]([CH:6]=[C:7]([F:15])[C:8]=1[N:9]1[CH2:14][CH2:13][O:12][CH2:11][CH2:10]1)[NH2:5].[C:16]([CH:19]=[C:20]=[O:21])(=[O:18])[CH3:17]. The catalyst is CCOC(C)=O. The product is [F:15][C:7]1[CH:6]=[C:4]([NH:5][C:20](=[O:21])[CH2:19][C:16](=[O:18])[CH3:17])[CH:3]=[C:2]([F:1])[C:8]=1[N:9]1[CH2:14][CH2:13][O:12][CH2:11][CH2:10]1. The yield is 0.650. (3) The reactants are C[O:2][C:3]([C@H:5]1[C@H:9]([C:10]2[CH:15]=[CH:14][C:13]([Cl:16])=[C:12]([F:17])[CH:11]=2)[CH2:8][N:7]([CH2:18][C:19]2[CH:24]=[CH:23][CH:22]=[CH:21][CH:20]=2)[CH2:6]1)=[O:4].O[Li].O. The catalyst is O.CO. The product is [CH2:18]([N:7]1[CH2:8][C@@H:9]([C:10]2[CH:15]=[CH:14][C:13]([Cl:16])=[C:12]([F:17])[CH:11]=2)[C@H:5]([C:3]([OH:4])=[O:2])[CH2:6]1)[C:19]1[CH:24]=[CH:23][CH:22]=[CH:21][CH:20]=1. The yield is 0.730.